Dataset: Catalyst prediction with 721,799 reactions and 888 catalyst types from USPTO. Task: Predict which catalyst facilitates the given reaction. (1) Reactant: [OH:1][C:2]1[CH:7]=[CH:6][C:5]([C:8]2[CH:9]=[C:10]3[C:15](=[CH:16][CH:17]=2)[N:14]=[C:13]([C:18]([O:20][CH3:21])=[O:19])[CH:12]=[CH:11]3)=[CH:4][CH:3]=1.C1(P(C2C=CC=CC=2)C2C=CC=CC=2)C=CC=CC=1.[CH:41]1([C:44]2[O:48][N:47]=[C:46]([C:49]3[C:54]([Cl:55])=[CH:53][N:52]=[CH:51][C:50]=3[Cl:56])[C:45]=2[CH2:57]O)[CH2:43][CH2:42]1.N(C(OC(C)C)=O)=NC(OC(C)C)=O. Product: [CH:41]1([C:44]2[O:48][N:47]=[C:46]([C:49]3[C:50]([Cl:56])=[CH:51][N:52]=[CH:53][C:54]=3[Cl:55])[C:45]=2[CH2:57][O:1][C:2]2[CH:7]=[CH:6][C:5]([C:8]3[CH:9]=[C:10]4[C:15](=[CH:16][CH:17]=3)[N:14]=[C:13]([C:18]([O:20][CH3:21])=[O:19])[CH:12]=[CH:11]4)=[CH:4][CH:3]=2)[CH2:43][CH2:42]1. The catalyst class is: 4. (2) Reactant: C1C(=O)N([Br:8])C(=O)C1.[CH3:9][O:10][C:11]1[CH:12]=[C:13]2[C:18](=[CH:19][CH:20]=1)[C:17](=[O:21])[NH:16][C:15]([CH3:22])=[CH:14]2. Product: [Br:8][C:14]1[C:13]2[C:18](=[CH:19][CH:20]=[C:11]([O:10][CH3:9])[CH:12]=2)[C:17](=[O:21])[NH:16][C:15]=1[CH3:22]. The catalyst class is: 52. (3) Reactant: [CH2:1]([O:8][C:9]([NH:11][C:12]([C:15]1[N:20]=[C:19]([C:21]([O:23][CH3:24])=[O:22])[C:18]([OH:25])=[C:17]([OH:26])[N:16]=1)([CH3:14])[CH3:13])=[O:10])[C:2]1[CH:7]=[CH:6][CH:5]=[CH:4][CH:3]=1.[C:27](O[C:27](=[O:34])[C:28]1[CH:33]=[CH:32][CH:31]=[CH:30][CH:29]=1)(=[O:34])[C:28]1[CH:33]=[CH:32][CH:31]=[CH:30][CH:29]=1. Product: [C:27]([O:25][C:18]1[C:19]([C:21]([O:23][CH3:24])=[O:22])=[N:20][C:15]([C:12]([NH:11][C:9]([O:8][CH2:1][C:2]2[CH:7]=[CH:6][CH:5]=[CH:4][CH:3]=2)=[O:10])([CH3:14])[CH3:13])=[N:16][C:17]=1[OH:26])(=[O:34])[C:28]1[CH:33]=[CH:32][CH:31]=[CH:30][CH:29]=1. The catalyst class is: 17. (4) Reactant: C[O-].[Na+].CO.[N+](C1C=CC=CC=1S([NH:18][CH:19]([C:26]1[CH:31]=[CH:30][CH:29]=[CH:28][CH:27]=1)[C:20]1[CH:25]=[CH:24][CH:23]=[CH:22][CH:21]=1)(=O)=O)([O-])=O.Cl. Product: [CH:19]([NH2:18])([C:26]1[CH:27]=[CH:28][CH:29]=[CH:30][CH:31]=1)[C:20]1[CH:25]=[CH:24][CH:23]=[CH:22][CH:21]=1. The catalyst class is: 10. (5) Reactant: [CH3:1][S:2]([CH2:5][CH2:6][NH:7][C:8]1[CH:9]=[N:10][CH:11]=[CH:12][C:13]=1[C:14]1[CH:19]=[CH:18][CH:17]=[CH:16][C:15]=1[O:20][C:21]([F:24])([F:23])[F:22])(=[O:4])=[O:3].CCN(C(C)C)C(C)C.FC1C=CC=C(OC)C=1C1C=CN=CC=1N(CC(F)(F)F)[C:50](=[O:65])[C:51]1[CH:56]=[C:55]([C:57]([F:60])([F:59])[F:58])[CH:54]=[C:53]([S:61]([CH3:64])(=[O:63])=[O:62])[CH:52]=1. Product: [CH3:64][S:61]([C:53]1[CH:52]=[C:51]([CH:56]=[C:55]([C:57]([F:58])([F:59])[F:60])[CH:54]=1)[C:50]([N:7]([CH2:6][CH2:5][S:2]([CH3:1])(=[O:4])=[O:3])[C:8]1[CH:9]=[N:10][CH:11]=[CH:12][C:13]=1[C:14]1[CH:19]=[CH:18][CH:17]=[CH:16][C:15]=1[O:20][C:21]([F:23])([F:24])[F:22])=[O:65])(=[O:63])=[O:62]. The catalyst class is: 2. (6) Reactant: [B:10]1([B:10]2[O:14][C:13]([CH3:16])([CH3:15])[C:12]([CH3:18])([CH3:17])[O:11]2)[O:14][C:13]([CH3:16])([CH3:15])[C:12]([CH3:18])([CH3:17])[O:11]1.C([O-])(=O)C.[K+].[CH:24]([O:27][C:28]1[CH:33]=[CH:32][CH:31]=[C:30](OC(C)C)[C:29]=1C1C=CC=CC=1P1C(C)(C)CC2(OCCO2)CC1(C)C)(C)C.ClC1C=CC(OC)=CC=1. Product: [CH3:24][O:27][C:28]1[CH:33]=[CH:32][C:31]([B:10]2[O:11][C:12]([CH3:17])([CH3:18])[C:13]([CH3:15])([CH3:16])[O:14]2)=[CH:30][CH:29]=1. The catalyst class is: 102.